This data is from Reaction yield outcomes from USPTO patents with 853,638 reactions. The task is: Predict the reaction yield, written as a fraction of the theoretical maximum amount of product (1.0 means a 100% yield; for example, 0.34 means a 34% yield). (1) The reactants are Cl.[CH2:2]1[C:5]2([CH2:10][CH2:9][N:8]([C:11]([O:13][C:14]([CH3:17])([CH3:16])[CH3:15])=[O:12])[CH2:7][CH2:6]2)[CH2:4][NH:3]1.[N:18]1[CH:23]=[CH:22][CH:21]=[N:20][C:19]=1[C:24]1[CH:25]=[C:26]2[C:30](=[CH:31][CH:32]=1)[C:29](=O)[CH2:28][CH2:27]2.C(N(CC)CC)C.C(O[BH-](OC(=O)C)OC(=O)C)(=O)C.[Na+]. The catalyst is ClCCl.CC(C)[O-].[Ti+4].CC(C)[O-].CC(C)[O-].CC(C)[O-]. The product is [N:18]1[CH:23]=[CH:22][CH:21]=[N:20][C:19]=1[C:24]1[CH:25]=[C:26]2[C:30](=[CH:31][CH:32]=1)[CH:29]([N:3]1[CH2:4][C:5]3([CH2:6][CH2:7][N:8]([C:11]([O:13][C:14]([CH3:17])([CH3:16])[CH3:15])=[O:12])[CH2:9][CH2:10]3)[CH2:2]1)[CH2:28][CH2:27]2. The yield is 0.577. (2) The reactants are [Br:1][C:2]1[CH:7]=[CH:6][C:5]([OH:8])=[C:4]([N+:9]([O-])=O)[CH:3]=1.Cl[Sn]Cl.C([O-])(O)=O.[Na+]. The catalyst is C(O)C.O. The product is [NH2:9][C:4]1[CH:3]=[C:2]([Br:1])[CH:7]=[CH:6][C:5]=1[OH:8]. The yield is 0.890. (3) The reactants are [Cl:1][C:2]1[N:11]=[C:10](Cl)[C:9]2[C:4](=[CH:5][CH:6]=[C:7]([O:13][CH3:14])[CH:8]=2)[N:3]=1.N.O. The catalyst is C(Cl)Cl.[Cl-].[Na+].O.[Zn]. The product is [Cl:1][C:2]1[N:11]=[CH:10][C:9]2[C:4](=[CH:5][CH:6]=[C:7]([O:13][CH3:14])[CH:8]=2)[N:3]=1. The yield is 0.680. (4) The reactants are C(O)(=O)C(O)=O.[NH2:7][C@:8]([CH3:30])([CH2:11][CH2:12][C:13]1[O:14][C:15]([C:18](=[O:29])[CH2:19][CH2:20][CH2:21][CH2:22][C:23]2[CH:28]=[CH:27][CH:26]=[CH:25][CH:24]=2)=[CH:16][CH:17]=1)[CH2:9][OH:10].[C:31](O[C:31]([O:33][C:34]([CH3:37])([CH3:36])[CH3:35])=[O:32])([O:33][C:34]([CH3:37])([CH3:36])[CH3:35])=[O:32].C(N(CC)CC)C. The catalyst is ClCCl. The product is [C:34]([O:33][C:31]([NH:7][C@:8]([CH3:30])([CH2:11][CH2:12][C:13]1[O:14][C:15]([C:18](=[O:29])[CH2:19][CH2:20][CH2:21][CH2:22][C:23]2[CH:24]=[CH:25][CH:26]=[CH:27][CH:28]=2)=[CH:16][CH:17]=1)[CH2:9][OH:10])=[O:32])([CH3:37])([CH3:36])[CH3:35]. The yield is 0.880. (5) The reactants are Cl[C:2]1[N:7]=[C:6]([C:8]#[N:9])[C:5]([N+:10]([O-:12])=[O:11])=[CH:4][CH:3]=1.[CH3:13][O:14][C:15]1[CH:16]=[C:17](B(O)O)[CH:18]=[CH:19][C:20]=1[O:21][CH3:22].C(=O)([O-])[O-].[K+].[K+]. The catalyst is C1(C)C=CC=CC=1.C1C=CC([P]([Pd]([P](C2C=CC=CC=2)(C2C=CC=CC=2)C2C=CC=CC=2)([P](C2C=CC=CC=2)(C2C=CC=CC=2)C2C=CC=CC=2)[P](C2C=CC=CC=2)(C2C=CC=CC=2)C2C=CC=CC=2)(C2C=CC=CC=2)C2C=CC=CC=2)=CC=1. The product is [CH3:13][O:14][C:15]1[CH:16]=[C:17]([C:2]2[N:7]=[C:6]([C:8]#[N:9])[C:5]([N+:10]([O-:12])=[O:11])=[CH:4][CH:3]=2)[CH:18]=[CH:19][C:20]=1[O:21][CH3:22]. The yield is 0.790. (6) The reactants are [S:1]([CH2:8][CH2:9][C:10]([O:12][CH3:13])=[O:11])[CH2:2][CH2:3][C:4]([O:6]C)=O.[H-].[Na+].C(=O)(O)[O-].[Na+]. The catalyst is COCCOC. The product is [CH3:13][O:12][C:10]([C:9]1[CH2:8][S:1][CH2:2][CH2:3][C:4]=1[OH:6])=[O:11]. The yield is 0.514.